Task: Predict the reactants needed to synthesize the given product.. Dataset: Full USPTO retrosynthesis dataset with 1.9M reactions from patents (1976-2016) (1) Given the product [Cl:25][C:19]1[CH:20]=[C:21]([F:24])[CH:22]=[CH:23][C:18]=1[CH:16]([CH:13]1[CH2:14][CH2:15]1)[C:9]1[C:8]2[C:12](=[C:4]([CH2:3][S:2][CH3:1])[CH:5]=[CH:6][CH:7]=2)[NH:11][CH:10]=1, predict the reactants needed to synthesize it. The reactants are: [CH3:1][S:2][CH2:3][C:4]1[CH:5]=[CH:6][CH:7]=[C:8]2[C:12]=1[NH:11][CH:10]=[CH:9]2.[CH:13]1([CH:16]([C:18]2[CH:23]=[CH:22][C:21]([F:24])=[CH:20][C:19]=2[Cl:25])O)[CH2:15][CH2:14]1.ClC1C=CC(C(C2CC2)C2C3C(=C(CSC)C=CC=3)NC=2)=CC=1. (2) Given the product [Cl:1][C:2]1[CH:10]=[CH:9][CH:8]=[C:7]2[C:3]=1[C:4]([C:14]([O:16][CH3:17])=[O:15])=[CH:5][N:6]2[CH2:11][CH2:12][OH:13], predict the reactants needed to synthesize it. The reactants are: [Cl:1][C:2]1[CH:10]=[CH:9][CH:8]=[C:7]2[C:3]=1[C:4]([C:14]([OH:16])=[O:15])=[CH:5][N:6]2[CH2:11][CH2:12][OH:13].[C:17](=O)([O-])[O-].[K+].[K+].IC. (3) Given the product [CH2:24]([O:23][C:21](=[O:22])[CH2:20][N:10]1[C:11]2([CH2:13][CH2:14][O:15][CH2:16][CH2:17]2)[N:12]=[C:8]([C:5]2[CH:6]=[CH:7][C:2]([Cl:1])=[CH:3][CH:4]=2)[C:9]1=[O:18])[CH3:25], predict the reactants needed to synthesize it. The reactants are: [Cl:1][C:2]1[CH:7]=[CH:6][C:5]([C:8]2[C:9](=[O:18])[NH:10][C:11]3([CH2:17][CH2:16][O:15][CH2:14][CH2:13]3)[N:12]=2)=[CH:4][CH:3]=1.Br[CH2:20][C:21]([O:23][CH2:24][CH3:25])=[O:22].C(=O)([O-])[O-].[K+].[K+]. (4) The reactants are: [F:1][C:2]1[C:7]([C:8](OC)=[O:9])=[C:6]([CH3:12])[C:5]([I:13])=[CH:4][CH:3]=1.[H-].[Al+3].[Li+].[H-].[H-].[H-].[Cl-].[NH4+].[H][H]. Given the product [F:1][C:2]1[C:7]([CH2:8][OH:9])=[C:6]([CH3:12])[C:5]([I:13])=[CH:4][CH:3]=1, predict the reactants needed to synthesize it. (5) Given the product [F:21][C:20]1[C:14]2[O:13][C:12]([CH2:8][CH2:9][C:10]#[C:11][C:2]3[CH:7]=[CH:6][CH:5]=[CH:4][N:3]=3)=[N:16][C:15]=2[CH:17]=[CH:18][CH:19]=1, predict the reactants needed to synthesize it. The reactants are: Br[C:2]1[CH:7]=[CH:6][CH:5]=[CH:4][N:3]=1.[CH2:8]([C:12]1[O:13][C:14]2[C:20]([F:21])=[CH:19][CH:18]=[CH:17][C:15]=2[N:16]=1)[CH2:9][C:10]#[CH:11]. (6) Given the product [O:15]=[C:13]1[CH:5]([C:3]#[N:4])[CH2:6][CH2:7][C:8]21[S:9][CH2:10][CH2:11][S:12]2, predict the reactants needed to synthesize it. The reactants are: [H-].[Na+].[C:3]([CH2:5][CH2:6][CH2:7][C:8]1([C:13]([O:15]CC)=O)[S:12][CH2:11][CH2:10][S:9]1)#[N:4]. (7) The reactants are: [C:1]([O-:9])(=[O:8])[C:2]1[CH:7]=[CH:6][CH:5]=[CH:4][CH:3]=1.[CH3:10][O:11][C:12]1[CH:13]=[C:14]([CH2:29][C:30]([OH:32])=O)[CH:15]=[CH:16][C:17]=1[NH:18][C:19]([NH:21][C:22]1[CH:27]=[CH:26][CH:25]=[CH:24][C:23]=1[CH3:28])=[O:20].[CH3:33][CH2:34][N:35](CC)CC.[OH-:40].[Na+].C1[CH2:46][O:45]CC1. Given the product [CH3:46][O:45][C:4]1[CH:3]=[C:2]([CH:7]=[CH:6][C:5]=1[O:40][CH2:33][CH2:34][NH:35][C:30](=[O:32])[CH2:29][C:14]1[CH:15]=[CH:16][C:17]([NH:18][C:19]([NH:21][C:22]2[CH:27]=[CH:26][CH:25]=[CH:24][C:23]=2[CH3:28])=[O:20])=[C:12]([O:11][CH3:10])[CH:13]=1)[C:1]([OH:9])=[O:8], predict the reactants needed to synthesize it.